This data is from Full USPTO retrosynthesis dataset with 1.9M reactions from patents (1976-2016). The task is: Predict the reactants needed to synthesize the given product. (1) Given the product [Cl:1][C:2]1[CH:3]=[C:4]([N:10]2[CH:22]([CH:23]3[CH2:27][CH2:26][CH2:25][CH2:24]3)[CH:21]3[C:12]([C:13]4[CH:14]=[CH:15][C:16]([C:28]([N:34]5[CH2:35][CH2:36][C@H:32]([OH:31])[CH2:33]5)=[O:30])=[N:17][C:18]=4[CH2:19][CH2:20]3)=[N:11]2)[CH:5]=[CH:6][C:7]=1[C:8]#[N:9], predict the reactants needed to synthesize it. The reactants are: [Cl:1][C:2]1[CH:3]=[C:4]([N:10]2[CH:22]([CH:23]3[CH2:27][CH2:26][CH2:25][CH2:24]3)[CH:21]3[C:12]([C:13]4[CH:14]=[CH:15][C:16]([C:28]([OH:30])=O)=[N:17][C:18]=4[CH2:19][CH2:20]3)=[N:11]2)[CH:5]=[CH:6][C:7]=1[C:8]#[N:9].[OH:31][C@H:32]1[CH2:36][CH2:35][NH:34][CH2:33]1.CCN(C(C)C)C(C)C.CN(C(ON1N=NC2C=CC=NC1=2)=[N+](C)C)C.F[P-](F)(F)(F)(F)F. (2) Given the product [F:1][C:2]1[C:7]([F:8])=[C:6]([F:9])[C:5]([F:10])=[C:4]([F:11])[C:3]=1[C:12]([C@@H:14]1[C@@H:19]([CH3:20])[CH2:18][CH2:17][CH2:16][C:15]1([CH3:21])[CH3:22])=[O:13], predict the reactants needed to synthesize it. The reactants are: [F:1][C:2]1[C:7]([F:8])=[C:6]([F:9])[C:5]([F:10])=[C:4]([F:11])[C:3]=1[C@H:12]([C@@H:14]1[C@@H:19]([CH3:20])[CH2:18][CH2:17][CH2:16][C:15]1([CH3:22])[CH3:21])[OH:13].C(=O)(O)[O-].[Na+].CC(OI1(OC(C)=O)(OC(C)=O)OC(=O)C2C=CC=CC1=2)=O. (3) Given the product [CH3:9][O:8][C:4]1[CH:3]=[C:2]([CH:22]2[CH2:23][CH2:24][CH2:25][N:20]([CH2:13][C:14]3[CH:19]=[CH:18][CH:17]=[CH:16][CH:15]=3)[CH2:21]2)[CH:7]=[CH:6][CH:5]=1, predict the reactants needed to synthesize it. The reactants are: Br[C:2]1[CH:3]=[C:4]([O:8][CH3:9])[CH:5]=[CH:6][CH:7]=1.[Mg].II.[CH2:13]([N:20]1[CH2:25][CH2:24][CH2:23][C:22](=O)[CH2:21]1)[C:14]1[CH:19]=[CH:18][CH:17]=[CH:16][CH:15]=1.[NH4+].[Cl-]. (4) Given the product [C:1]([O:5][CH:6]([C:10]1[C:11]([CH:29]([CH3:31])[CH3:30])=[N:12][C:13]2[C:14]([CH3:28])([CH3:27])[CH2:15][N:16]([C:46](=[O:47])[CH2:45][C:39]3[CH:44]=[CH:43][CH:42]=[CH:41][CH:40]=3)[CH2:17][C:18]=2[C:19]=1[C:20]1[CH:21]=[CH:22][C:23]([F:26])=[CH:24][CH:25]=1)[C:7]([OH:9])=[O:8])([CH3:4])([CH3:3])[CH3:2], predict the reactants needed to synthesize it. The reactants are: [C:1]([O:5][CH:6]([C:10]1[C:11]([CH:29]([CH3:31])[CH3:30])=[N:12][C:13]2[C:14]([CH3:28])([CH3:27])[CH2:15][NH:16][CH2:17][C:18]=2[C:19]=1[C:20]1[CH:25]=[CH:24][C:23]([F:26])=[CH:22][CH:21]=1)[C:7]([OH:9])=[O:8])([CH3:4])([CH3:3])[CH3:2].CCN(CC)CC.[C:39]1([CH2:45][C:46](Cl)=[O:47])[CH:44]=[CH:43][CH:42]=[CH:41][CH:40]=1. (5) Given the product [OH:1][CH2:2][C:3]([NH:6][C:7]([C:9]1[C:17]2[C:12](=[N:13][CH:14]=[C:15]([N:18]3[C:26]4[C:21](=[CH:22][CH:23]=[CH:24][CH:25]=4)[C:20]([CH:27]4[CH2:32][CH2:31][N:30]([CH3:33])[CH2:29][CH2:28]4)=[N:19]3)[N:16]=2)[NH:11][CH:10]=1)=[O:8])([CH3:5])[CH3:4], predict the reactants needed to synthesize it. The reactants are: [OH:1][CH2:2][C:3]([NH:6][C:7]([C:9]1[C:17]2[C:12](=[N:13][CH:14]=[C:15]([N:18]3[C:26]4[C:21](=[CH:22][CH:23]=[CH:24][CH:25]=4)[C:20]([CH:27]4[CH2:32][CH2:31][N:30]([CH3:33])[CH2:29][CH2:28]4)=[N:19]3)[N:16]=2)[N:11](COCC[Si](C)(C)C)[CH:10]=1)=[O:8])([CH3:5])[CH3:4].FC(F)(F)C(O)=O. (6) Given the product [Br:1][C:2]1[N:3]=[CH:4][C:5]2[CH:15]=[C:14]([C:16]3[CH:17]=[N:18][NH:19][CH:20]=3)[NH:8][C:6]=2[CH:7]=1, predict the reactants needed to synthesize it. The reactants are: [Br:1][C:2]1[CH:7]=[C:6]([NH:8]S(C)(=O)=O)[C:5](I)=[CH:4][N:3]=1.[C:14]([C:16]1[CH:17]=[N:18][NH:19][CH:20]=1)#[CH:15].C(N(CC)CC)C.C1CCN2C(=NCCC2)CC1. (7) Given the product [C:1]([O:4][CH2:5][CH2:6][C:7]1[CH:8]=[C:9]2[C:13](=[CH:14][CH:15]=1)[N:12]([C:18]([O:20][C:21]([CH3:24])([CH3:23])[CH3:22])=[O:19])[CH:11]=[C:10]2[CH:16]=[O:17])(=[O:3])[CH3:2].[C:1]([O:4][CH2:5][CH2:6][C:7]1[CH:8]=[C:9]2[C:13](=[CH:14][CH:15]=1)[NH:12][CH:11]=[C:10]2[C:16](=[O:17])[CH:33]([NH:35][C:10]1[CH:11]=[N:12][CH:32]=[C:29]([O:28][CH3:26])[CH:31]=1)[C:34]1[CH:14]=[CH:15][CH:7]=[CH:6][CH:5]=1)(=[O:3])[CH3:2], predict the reactants needed to synthesize it. The reactants are: [C:1]([O:4][CH2:5][CH2:6][C:7]1[CH:8]=[C:9]2[C:13](=[CH:14][CH:15]=1)[NH:12][CH:11]=[C:10]2[CH:16]=[O:17])(=[O:3])[CH3:2].[C:18](O[C:26]([O:28][C:29]([CH3:32])([CH3:31])C)=O)([O:20][C:21]([CH3:24])([CH3:23])[CH3:22])=[O:19].[C:33](#[N:35])[CH3:34]. (8) Given the product [Cl:47][CH2:2][C:3]1[O:7][C:6]([CH2:8][N:9]([CH2:22][C:23]([F:26])([F:25])[F:24])[C:10]2[CH:17]=[CH:16][C:13]([C:14]#[N:15])=[C:12]([C:18]([F:21])([F:20])[F:19])[CH:11]=2)=[CH:5][CH:4]=1, predict the reactants needed to synthesize it. The reactants are: O[CH2:2][C:3]1[O:7][C:6]([CH2:8][N:9]([CH2:22][C:23]([F:26])([F:25])[F:24])[C:10]2[CH:17]=[CH:16][C:13]([C:14]#[N:15])=[C:12]([C:18]([F:21])([F:20])[F:19])[CH:11]=2)=[CH:5][CH:4]=1.C1(P(C2C=CC=CC=2)C2C=CC=CC=2)C=CC=CC=1.C(Cl)(Cl)(Cl)[Cl:47]. (9) Given the product [F:9][C:10]1([F:16])[CH2:15][CH2:14][N:13]([CH:1]([C:2]2[CH:7]=[CH:6][CH:5]=[CH:4][CH:3]=2)[C:17]#[N:18])[CH2:12][CH2:11]1, predict the reactants needed to synthesize it. The reactants are: [CH:1](=O)[C:2]1[CH:7]=[CH:6][CH:5]=[CH:4][CH:3]=1.[F:9][C:10]1([F:16])[CH2:15][CH2:14][NH:13][CH2:12][CH2:11]1.[C-:17]#[N:18].[Na+].C(O)(=O)C.